Predict the reactants needed to synthesize the given product. From a dataset of Full USPTO retrosynthesis dataset with 1.9M reactions from patents (1976-2016). (1) Given the product [OH:32][CH2:29][C:30]1[N:3]=[N:2][N:1]([CH2:4][CH2:5][C@@H:6]2[CH2:11][N:10]([C:12]([O:14][CH2:15][C:16]3[CH:21]=[CH:20][CH:19]=[CH:18][CH:17]=3)=[O:13])[CH2:9][CH2:8][N:7]2[C:22]([O:24][C:25]([CH3:28])([CH3:27])[CH3:26])=[O:23])[CH:31]=1, predict the reactants needed to synthesize it. The reactants are: [N:1]([CH2:4][CH2:5][C@@H:6]1[CH2:11][N:10]([C:12]([O:14][CH2:15][C:16]2[CH:21]=[CH:20][CH:19]=[CH:18][CH:17]=2)=[O:13])[CH2:9][CH2:8][N:7]1[C:22]([O:24][C:25]([CH3:28])([CH3:27])[CH3:26])=[O:23])=[N+:2]=[N-:3].[CH2:29]([OH:32])[C:30]#[CH:31]. (2) Given the product [F:24][C:20]1[CH:21]=[CH:22][CH:23]=[C:2]([F:1])[C:3]=1[CH2:4][O:5][C:6]1[C:7]2[N:8]([C:13]([C:17]([NH:25][O:26][CH2:27][CH2:28][OH:29])=[O:19])=[C:14]([CH3:16])[N:15]=2)[CH:9]=[C:10]([CH3:12])[N:11]=1, predict the reactants needed to synthesize it. The reactants are: [F:1][C:2]1[CH:23]=[CH:22][CH:21]=[C:20]([F:24])[C:3]=1[CH2:4][O:5][C:6]1[C:7]2[N:8]([C:13]([C:17]([OH:19])=O)=[C:14]([CH3:16])[N:15]=2)[CH:9]=[C:10]([CH3:12])[N:11]=1.[NH2:25][O:26][CH2:27][CH2:28][OH:29].CN(C(ON1N=NC2C=CC=NC1=2)=[N+](C)C)C.F[P-](F)(F)(F)(F)F.CN1CCOCC1. (3) Given the product [Cl:1][C:2]1[CH:12]=[CH:11][C:10]([Cl:13])=[C:4]([C:5]([NH2:14])=[O:6])[C:3]=1[C:8]([NH2:7])=[O:9], predict the reactants needed to synthesize it. The reactants are: [Cl:1][C:2]1[CH:12]=[CH:11][C:10]([Cl:13])=[C:4]2[C:5]([NH:7][C:8](=[O:9])[C:3]=12)=[O:6].[NH3:14]. (4) Given the product [C:1]([O:5][C:6]([N:8]1[CH2:13][CH2:12][CH:11]([C:14]2[N:15]([CH2:34][CH2:35][O:36][CH:37]3[CH2:42][CH2:41][CH2:40][CH2:39][O:38]3)[CH:16]=[C:17]([C:19]3[CH:24]=[CH:23][C:22]([F:25])=[C:21]([C:26]([F:27])([F:28])[F:29])[CH:20]=3)[N:18]=2)[CH:10]([CH3:30])[CH2:9]1)=[O:7])([CH3:4])([CH3:2])[CH3:3], predict the reactants needed to synthesize it. The reactants are: [C:1]([O:5][C:6]([N:8]1[CH2:13][CH2:12][CH:11]([C:14]2[NH:15][CH:16]=[C:17]([C:19]3[CH:24]=[CH:23][C:22]([F:25])=[C:21]([C:26]([F:29])([F:28])[F:27])[CH:20]=3)[N:18]=2)[CH:10]([CH3:30])[CH2:9]1)=[O:7])([CH3:4])([CH3:3])[CH3:2].[H-].[Na+].Br[CH2:34][CH2:35][O:36][CH:37]1[CH2:42][CH2:41][CH2:40][CH2:39][O:38]1.O.